This data is from Forward reaction prediction with 1.9M reactions from USPTO patents (1976-2016). The task is: Predict the product of the given reaction. (1) Given the reactants [CH:1]([OH:3])=O.[C:4]([O:7][C:8](=[O:10])C)(=[O:6])[CH3:5].[C:11](OC=O)(=O)C.CC([N:21]([C:25]1[CH:30]=[CH:29][C:28]([O:31][C:32]2[CH:37]=[CH:36][C:35]([CH2:38][N:39]([CH:47]3[CH2:55][C:54]4[C:49](=[CH:50][CH:51]=[CH:52][CH:53]=4)[CH2:48]3)[C:40]([O:42][C:43]([CH3:46])([CH3:45])[CH3:44])=[O:41])=[CH:34][CH:33]=2)=[CH:27][C:26]=1[NH2:56])[C:22](=[O:24])[O-:23])(C)C.O1[CH2:61][CH2:60][CH2:59]C1, predict the reaction product. The product is: [C:4]([O:7][CH:8]=[O:10])(=[O:6])[CH3:5].[CH2:48]1[C:49]2[C:54](=[CH:53][CH:52]=[CH:51][CH:50]=2)[CH2:55][CH:47]1[N:39]([CH2:38][C:35]1[CH:36]=[CH:37][C:32]([O:31][C:28]2[CH:29]=[CH:30][C:25]([NH:21][C:22]([O:23][C:60]([CH3:59])([CH3:61])[CH3:11])=[O:24])=[C:26]([NH:56][CH:1]=[O:3])[CH:27]=2)=[CH:33][CH:34]=1)[C:40](=[O:41])[O:42][C:43]([CH3:45])([CH3:46])[CH3:44]. (2) The product is: [CH3:1][O:2][C:3]1[C:4]([CH3:31])=[C:5]([C:22]([O:29][CH3:30])=[C:23]([O:27][CH3:28])[C:24]=1[O:25][CH3:26])[CH2:6][C:7]1[CH:8]=[CH:9][C:10]([C:16]2[CH:17]=[N:18][CH:19]=[CH:20][CH:21]=2)=[C:11]([CH:15]=1)[C:12]([NH:38][C:37]1[CH:39]=[CH:40][C:34]([C:33]([F:41])([F:42])[F:32])=[CH:35][CH:36]=1)=[O:13]. Given the reactants [CH3:1][O:2][C:3]1[C:4]([CH3:31])=[C:5]([C:22]([O:29][CH3:30])=[C:23]([O:27][CH3:28])[C:24]=1[O:25][CH3:26])[CH2:6][C:7]1[CH:8]=[CH:9][C:10]([C:16]2[CH:17]=[N:18][CH:19]=[CH:20][CH:21]=2)=[C:11]([CH:15]=1)[C:12](O)=[O:13].[F:32][C:33]([F:42])([F:41])[C:34]1[CH:40]=[CH:39][C:37]([NH2:38])=[CH:36][CH:35]=1.C(N(CC)CC)C.[Cl-].ClC1N(C)CC[NH+]1C, predict the reaction product.